This data is from Reaction yield outcomes from USPTO patents with 853,638 reactions. The task is: Predict the reaction yield, written as a fraction of the theoretical maximum amount of product (1.0 means a 100% yield; for example, 0.34 means a 34% yield). The reactants are Cl.[NH:2]1[CH:6]=CC(C(N)=N)=N1.[NH2:10][CH2:11][CH2:12][C:13]1[CH:19]=[CH:18][C:16]([NH2:17])=[CH:15][CH:14]=1.C([N:23](C(C)C)CC)(C)C.CO[C:31]([C:33]1[C:38]([NH2:39])=[N:37][C:36]([NH2:40])=[C:35]([Cl:41])[N:34]=1)=[O:32].[OH-].[Na+]. The catalyst is CN(C=O)C.CO.CCOCC. The product is [ClH:41].[NH2:17][C:16]1[CH:18]=[CH:19][C:13]([CH2:12][CH2:11][NH:10][C:6]([N:37]2[C:36]([NH2:40])=[C:35]([Cl:41])[N:34]=[C:33]([C:31]([NH2:23])=[O:32])[CH:38]2[NH2:39])=[NH:2])=[CH:14][CH:15]=1. The yield is 0.110.